From a dataset of Full USPTO retrosynthesis dataset with 1.9M reactions from patents (1976-2016). Predict the reactants needed to synthesize the given product. (1) Given the product [CH:6]1([CH2:5][CH:4]([C:11]2[CH:16]=[CH:15][CH:14]=[C:13]([O:17][CH3:18])[CH:12]=2)[C:3]([OH:19])=[O:2])[CH2:10][CH2:9][CH2:8][CH2:7]1, predict the reactants needed to synthesize it. The reactants are: C[O:2][C:3](=[O:19])[CH:4]([C:11]1[CH:16]=[CH:15][CH:14]=[C:13]([O:17][CH3:18])[CH:12]=1)[CH2:5][CH:6]1[CH2:10][CH2:9][CH2:8][CH2:7]1.[OH-].[Na+].O. (2) Given the product [CH3:1][O:2][C:3]1[C:4]([C:5]([NH:7][CH2:8][CH:9]2[CH2:14][O:13][CH2:12][CH2:11][NH:10]2)=[O:6])=[C:22]([NH:26][C:27]([C:29]2[C:38]3[C:33](=[CH:34][CH:35]=[CH:36][CH:37]=3)[CH:32]=[CH:31][CH:30]=2)=[O:28])[CH:23]=[CH:24][CH:25]=1.[ClH:39], predict the reactants needed to synthesize it. The reactants are: [CH3:1][O:2][C:3]1[CH:25]=[CH:24][CH:23]=[C:22]([NH:26][C:27]([C:29]2[C:38]3[C:33](=[CH:34][CH:35]=[CH:36][CH:37]=3)[CH:32]=[CH:31][CH:30]=2)=[O:28])[C:4]=1[C:5]([NH:7][CH2:8][CH:9]1[CH2:14][O:13][CH2:12][CH2:11][N:10]1C(OC(C)(C)C)=O)=[O:6].[ClH:39].